This data is from Full USPTO retrosynthesis dataset with 1.9M reactions from patents (1976-2016). The task is: Predict the reactants needed to synthesize the given product. (1) Given the product [Br:15][CH2:14][CH2:13][CH2:12][CH2:11][CH2:10][CH2:9][CH2:8][CH2:7][CH2:6][CH2:5][CH2:4][CH2:3][CH2:2]/[CH:26]=[CH:25]\[C@H:24]([OH:23])[CH2:27][CH2:28][CH2:29][CH3:30], predict the reactants needed to synthesize it. The reactants are: Br[CH2:2][CH2:3][CH2:4][CH2:5][CH2:6][CH2:7][CH2:8][CH2:9][CH2:10][CH2:11][CH2:12][CH2:13][CH2:14][Br:15].[Si]([O:23][C@H:24]([CH2:27][CH2:28][CH2:29][CH3:30])[C:25]#[CH:26])(C(C)(C)C)(C)C.O1CCCCC1OCCCC#C. (2) Given the product [F:1][C:2]1[CH:7]=[CH:6][C:5]([CH3:8])=[CH:4][C:3]=1[CH2:9][CH2:10][O:11][C:53]1[CH:52]=[C:51]([CH:50]=[CH:49][C:48]=1[O:66][CH3:56])[C:71]([NH:73][C:25]1([C:24]([OH:23])=[O:84])[CH2:26][CH2:31][CH2:30][CH2:29][CH2:28][CH2:27]1)=[O:70], predict the reactants needed to synthesize it. The reactants are: [F:1][C:2]1[CH:7]=[CH:6][C:5]([CH3:8])=[CH:4][C:3]=1[CH2:9][CH2:10][OH:11].COC(=O)C1C=CC(OC)=C([O:23][CH2:24][CH2:25][C:26]2[CH:31]=[C:30](C)[CH:29]=[CH:28][C:27]=2F)C=1.[C:48]1(P([C:48]2[CH:53]=[CH:52][CH:51]=[CH:50][CH:49]=2)[C:48]2[CH:53]=[CH:52][CH:51]=[CH:50][CH:49]=2)[CH:53]=[CH:52][CH:51]=[CH:50][CH:49]=1.CO[C:56](=[O:66])C1C=CC(OC)=C(O)C=1.CC([O:70][C:71](/[N:73]=N/C(OC(C)C)=O)=O)C.C1C[O:84]CC1. (3) The reactants are: C[O:2][C:3]([C:5]1[CH:10]=[CH:9][C:8]([C:11]2[CH:16]=[C:15]([O:17][CH2:18][C:19]3[CH:24]=[CH:23][CH:22]=[CH:21][CH:20]=3)[C:14]([O:25][CH3:26])=[CH:13][C:12]=2[CH:27]=[O:28])=[C:7]([O:29][CH3:30])[CH:6]=1)=[O:4].[OH-].[Li+].Cl. Given the product [CH2:18]([O:17][C:15]1[C:14]([O:25][CH3:26])=[CH:13][C:12]([CH:27]=[O:28])=[C:11]([C:8]2[CH:9]=[CH:10][C:5]([C:3]([OH:4])=[O:2])=[CH:6][C:7]=2[O:29][CH3:30])[CH:16]=1)[C:19]1[CH:20]=[CH:21][CH:22]=[CH:23][CH:24]=1, predict the reactants needed to synthesize it. (4) The reactants are: C(OC(=O)[NH:7][C:8]1([C:12]2[CH:17]=[CH:16][C:15]([C:18]3[C:27]([C:28]4[CH:33]=[CH:32][CH:31]=[CH:30][CH:29]=4)=[CH:26][C:25]4[C:24](=[N:34][O:35][CH3:36])[CH2:23][CH2:22][CH2:21][C:20]=4[N:19]=3)=[CH:14][CH:13]=2)[CH2:11][CH2:10][CH2:9]1)(C)(C)C. Given the product [CH3:36][O:35][N:34]=[C:24]1[CH2:23][CH2:22][CH2:21][C:20]2[N:19]=[C:18]([C:15]3[CH:16]=[CH:17][C:12]([C:8]4([NH2:7])[CH2:9][CH2:10][CH2:11]4)=[CH:13][CH:14]=3)[C:27]([C:28]3[CH:29]=[CH:30][CH:31]=[CH:32][CH:33]=3)=[CH:26][C:25]1=2, predict the reactants needed to synthesize it. (5) Given the product [N:14]1([S:2]([C:5]2[CH:6]=[C:7]([CH:11]=[CH:12][CH:13]=2)[C:8]([OH:10])=[O:9])(=[O:4])=[O:3])[C:22]2[C:17](=[CH:18][CH:19]=[CH:20][CH:21]=2)[CH2:16][CH2:15]1, predict the reactants needed to synthesize it. The reactants are: Cl[S:2]([C:5]1[CH:6]=[C:7]([CH:11]=[CH:12][CH:13]=1)[C:8]([OH:10])=[O:9])(=[O:4])=[O:3].[NH:14]1[C:22]2[C:17](=[CH:18][CH:19]=[CH:20][CH:21]=2)[CH2:16][CH2:15]1.